This data is from Merck oncology drug combination screen with 23,052 pairs across 39 cell lines. The task is: Regression. Given two drug SMILES strings and cell line genomic features, predict the synergy score measuring deviation from expected non-interaction effect. (1) Drug 1: Nc1ccn(C2OC(CO)C(O)C2(F)F)c(=O)n1. Drug 2: C#Cc1cccc(Nc2ncnc3cc(OCCOC)c(OCCOC)cc23)c1. Cell line: CAOV3. Synergy scores: synergy=-2.07. (2) Drug 1: CCc1c2c(nc3ccc(O)cc13)-c1cc3c(c(=O)n1C2)COC(=O)C3(O)CC. Drug 2: CNC(=O)c1cc(Oc2ccc(NC(=O)Nc3ccc(Cl)c(C(F)(F)F)c3)cc2)ccn1. Cell line: NCIH23. Synergy scores: synergy=14.0. (3) Drug 1: CN(Cc1cnc2nc(N)nc(N)c2n1)c1ccc(C(=O)NC(CCC(=O)O)C(=O)O)cc1. Drug 2: NC(=O)c1cccc2cn(-c3ccc(C4CCCNC4)cc3)nc12. Cell line: RKO. Synergy scores: synergy=-22.3. (4) Drug 1: O=S1(=O)NC2(CN1CC(F)(F)F)C1CCC2Cc2cc(C=CCN3CCC(C(F)(F)F)CC3)ccc2C1. Synergy scores: synergy=30.4. Cell line: A375. Drug 2: CS(=O)(=O)CCNCc1ccc(-c2ccc3ncnc(Nc4ccc(OCc5cccc(F)c5)c(Cl)c4)c3c2)o1. (5) Drug 1: C=CCn1c(=O)c2cnc(Nc3ccc(N4CCN(C)CC4)cc3)nc2n1-c1cccc(C(C)(C)O)n1. Drug 2: Cn1cc(-c2cnn3c(N)c(Br)c(C4CCCNC4)nc23)cn1. Cell line: NCIH1650. Synergy scores: synergy=50.6. (6) Drug 1: O=S1(=O)NC2(CN1CC(F)(F)F)C1CCC2Cc2cc(C=CCN3CCC(C(F)(F)F)CC3)ccc2C1. Drug 2: C#Cc1cccc(Nc2ncnc3cc(OCCOC)c(OCCOC)cc23)c1. Cell line: MSTO. Synergy scores: synergy=-27.0. (7) Drug 1: O=C(O)C1(Cc2cccc(Nc3nccs3)n2)CCC(Oc2cccc(Cl)c2F)CC1. Drug 2: CNC(=O)c1cc(Oc2ccc(NC(=O)Nc3ccc(Cl)c(C(F)(F)F)c3)cc2)ccn1. Cell line: UWB1289. Synergy scores: synergy=3.43.